From a dataset of Catalyst prediction with 721,799 reactions and 888 catalyst types from USPTO. Predict which catalyst facilitates the given reaction. (1) Reactant: [CH2:1]([CH2:6][NH2:7])[CH2:2][C:3]([OH:5])=[O:4].[NH2:8][CH2:9][C:10]([NH:12][CH2:13][C:14]([NH:16][CH2:17][C:18]([NH:20][CH2:21][CH2:22][C:23]([O:25]C(C)(C)C)=[O:24])=[O:19])=[O:15])=[O:11].O. Product: [CH2:1]([CH2:6][NH2:7])[CH2:2][C:3]([OH:5])=[O:4].[NH2:8][CH2:9][C:10]([NH:12][CH2:13][C:14]([NH:16][CH2:17][C:18]([NH:20][CH2:21][CH2:22][C:23]([OH:25])=[O:24])=[O:19])=[O:15])=[O:11]. The catalyst class is: 55. (2) Product: [CH3:32][C:27]1([CH3:33])[C:28]([CH3:31])([CH3:30])[O:29][B:25]([C:7]2[CH2:12][CH2:11][C:10]([C:18]([O:20][CH2:21][CH3:22])=[O:19])([C:13]([O:15][CH2:16][CH3:17])=[O:14])[CH2:9][CH:8]=2)[O:26]1. The catalyst class is: 75. Reactant: FC(F)(F)S(O[C:7]1[CH2:12][CH2:11][C:10]([C:18]([O:20][CH2:21][CH3:22])=[O:19])([C:13]([O:15][CH2:16][CH3:17])=[O:14])[CH2:9][CH:8]=1)(=O)=O.[B:25]1([B:25]2[O:29][C:28]([CH3:31])([CH3:30])[C:27]([CH3:33])([CH3:32])[O:26]2)[O:29][C:28]([CH3:31])([CH3:30])[C:27]([CH3:33])([CH3:32])[O:26]1.C([O-])(=O)C.[K+]. (3) Reactant: [C:1]([O:5][C:6]([NH:8][CH:9]1[CH2:13][CH2:12][C@:11]([CH2:17][O:18][CH2:19][CH3:20])([C:14]([OH:16])=[O:15])[CH2:10]1)=[O:7])([CH3:4])([CH3:3])[CH3:2].Cl.Cl.F[C:24](F)(F)C1C=CN=C(N2CCNCC2)C=1.C(N(CC)CC)C.F[P-](F)(F)(F)(F)F.N1(OC(N(C)C)=[N+](C)C)C2C=CC=CC=2N=N1. Product: [C:1]([O:5][C:6]([NH:8][C@H:9]1[CH2:10][C@@:11]([CH2:17][O:18][CH2:19][CH3:20])([C:14]([O:16][CH3:24])=[O:15])[CH:12]=[CH:13]1)=[O:7])([CH3:4])([CH3:3])[CH3:2]. The catalyst class is: 85. (4) Reactant: [I:1][C:2]1[CH:3]=[C:4]2[C:9](=[CH:10][CH:11]=1)[C:8](=[O:12])[NH:7][C:6](=[O:13])/[C:5]/2=[CH:14]/OC.[N:17]1([CH2:23][C:24]2[CH:29]=[CH:28][C:27]([NH2:30])=[CH:26][CH:25]=2)[CH2:22][CH2:21][CH2:20][CH2:19][CH2:18]1.C(OCC)C. Product: [I:1][C:2]1[CH:3]=[C:4]2[C:9](=[CH:10][CH:11]=1)[C:8](=[O:12])[NH:7][C:6](=[O:13])/[C:5]/2=[CH:14]\[NH:30][C:27]1[CH:26]=[CH:25][C:24]([CH2:23][N:17]2[CH2:22][CH2:21][CH2:20][CH2:19][CH2:18]2)=[CH:29][CH:28]=1. The catalyst class is: 3. (5) Reactant: [I-].[CH3:2][P+](C1C=CC=CC=1)(C1C=CC=CC=1)C1C=CC=CC=1.CC(C)([O-])C.[K+].[CH:28]([S:31][C:32]1[CH:37]=[CH:36][CH:35]=[CH:34][C:33]=1[CH:38]=O)([CH3:30])[CH3:29].C(=O)(O)[O-].[Na+]. Product: [CH:28]([S:31][C:32]1[CH:37]=[CH:36][CH:35]=[CH:34][C:33]=1[CH:38]=[CH2:2])([CH3:30])[CH3:29]. The catalyst class is: 28. (6) Reactant: [C:1]([C:3]1[CH:4]=[C:5]([C:19]2[CH:28]=[CH:27][CH:26]=[C:25]3[C:20]=2[CH:21]=[CH:22][C:23]([S:29]([N:32](CC2C=CC(OC)=CC=2)[C:33]2[CH:38]=[CH:37][N:36]=[CH:35][N:34]=2)(=[O:31])=[O:30])=[CH:24]3)[C:6]([O:17][CH3:18])=[N:7][C:8]=1[C:9]1[CH:14]=[C:13]([F:15])[CH:12]=[C:11]([F:16])[CH:10]=1)#[N:2].C(O)(C(F)(F)F)=O.B(Br)(Br)Br. Product: [C:1]([C:3]1[CH:4]=[C:5]([C:19]2[CH:28]=[CH:27][CH:26]=[C:25]3[C:20]=2[CH:21]=[CH:22][C:23]([S:29]([NH:32][C:33]2[CH:38]=[CH:37][N:36]=[CH:35][N:34]=2)(=[O:31])=[O:30])=[CH:24]3)[C:6]([O:17][CH3:18])=[N:7][C:8]=1[C:9]1[CH:14]=[C:13]([F:15])[CH:12]=[C:11]([F:16])[CH:10]=1)#[N:2]. The catalyst class is: 2.